The task is: Predict which catalyst facilitates the given reaction.. This data is from Catalyst prediction with 721,799 reactions and 888 catalyst types from USPTO. (1) Reactant: [O:1]1[C:5]2([CH2:10][CH2:9][C:8]([C:11]3[C:19]4[C:14](=[CH:15][CH:16]=[C:17]([F:20])[CH:18]=4)[NH:13][CH:12]=3)=[CH:7][CH2:6]2)[O:4][CH2:3][CH2:2]1. Product: [O:4]1[C:5]2([CH2:6][CH2:7][CH:8]([C:11]3[C:19]4[C:14](=[CH:15][CH:16]=[C:17]([F:20])[CH:18]=4)[NH:13][CH:12]=3)[CH2:9][CH2:10]2)[O:1][CH2:2][CH2:3]1. The catalyst class is: 63. (2) Reactant: C[O:2][C:3](=[O:26])[C@@H:4]([N:12]1[CH2:16][C:15]([O:17][C:18]2[CH:19]=[C:20]([CH3:24])[CH:21]=[CH:22][CH:23]=2)=[CH:14][C:13]1=[O:25])[CH2:5][CH:6]1[CH2:11][CH2:10][CH2:9][CH2:8][CH2:7]1.[OH-].[Li+]. Product: [CH:6]1([CH2:5][C@H:4]([N:12]2[CH2:16][C:15]([O:17][C:18]3[CH:19]=[C:20]([CH3:24])[CH:21]=[CH:22][CH:23]=3)=[CH:14][C:13]2=[O:25])[C:3]([OH:26])=[O:2])[CH2:11][CH2:10][CH2:9][CH2:8][CH2:7]1. The catalyst class is: 30. (3) Reactant: [CH3:1][N:2]1[C:6](=[O:7])[C:5](=O)[NH:4][C:3]1=[O:9].N1C=CN=C1.C(N(CC)CC)C.Cl[Si](C)(C)C.[CH2:27]([NH2:34])[C:28]1[CH:33]=[CH:32][CH:31]=[CH:30][CH:29]=1. Product: [CH2:27]([NH:34][C:5]1[C:6](=[O:7])[N:2]([CH3:1])[C:3](=[O:9])[N:4]=1)[C:28]1[CH:33]=[CH:32][CH:31]=[CH:30][CH:29]=1. The catalyst class is: 146. (4) Reactant: CO[CH:3]([CH3:11])[C:4](OC)(OC)OC.[F:12][C:13]1[CH:37]=[CH:36][C:16]([O:17][C:18]2[C:26]3[N:25]=[C:24]([NH:27][NH2:28])[NH:23][C:22]=3[CH:21]=[C:20]([O:29][C:30]3[CH:31]=[N:32][CH:33]=[CH:34][CH:35]=3)[CH:19]=2)=[CH:15][CH:14]=1. Product: [F:12][C:13]1[CH:37]=[CH:36][C:16]([O:17][C:18]2[C:26]3[N:25]=[C:24]([N:27]4[CH:11]=[CH:3][CH:4]=[N:28]4)[NH:23][C:22]=3[CH:21]=[C:20]([O:29][C:30]3[CH:31]=[N:32][CH:33]=[CH:34][CH:35]=3)[CH:19]=2)=[CH:15][CH:14]=1. The catalyst class is: 8. (5) Reactant: [C:1]([O:5][C:6](=[O:41])[CH2:7][N:8]([C:16]1[CH:21]=[CH:20][CH:19]=[C:18]([CH:22]([CH2:33][C:34]2[CH:39]=[CH:38][C:37](Br)=[CH:36][CH:35]=2)[NH:23][S:24]([C:27]2[CH:28]=[N:29][CH:30]=[CH:31][CH:32]=2)(=[O:26])=[O:25])[N:17]=1)[C:9]([O:11][C:12]([CH3:15])([CH3:14])[CH3:13])=[O:10])([CH3:4])([CH3:3])[CH3:2].[F:42][C:43]1[CH:48]=[CH:47][C:46](B(O)O)=[CH:45][CH:44]=1.P([O-])([O-])([O-])=O.[K+].[K+].[K+].C1(P(C2CCCCC2)C2CCCCC2)CCCCC1.[Cl-].[Na+]. Product: [C:1]([O:5][C:6](=[O:41])[CH2:7][N:8]([C:9]([O:11][C:12]([CH3:15])([CH3:14])[CH3:13])=[O:10])[C:16]1[CH:21]=[CH:20][CH:19]=[C:18]([CH:22]([CH2:33][C:34]2[CH:39]=[CH:38][C:37]([C:46]3[CH:47]=[CH:48][C:43]([F:42])=[CH:44][CH:45]=3)=[CH:36][CH:35]=2)[NH:23][S:24]([C:27]2[CH:28]=[N:29][CH:30]=[CH:31][CH:32]=2)(=[O:26])=[O:25])[N:17]=1)([CH3:4])([CH3:3])[CH3:2]. The catalyst class is: 493. (6) Reactant: [NH2:1][C:2]1[CH:10]=[C:9]2[C:5]([CH:6]=[N:7][NH:8]2)=[CH:4][CH:3]=1.[Cl:11][CH2:12][C:13](Cl)=[O:14]. Product: [Cl:11][CH2:12][C:13]([NH:1][C:2]1[CH:10]=[C:9]2[C:5]([CH:6]=[N:7][NH:8]2)=[CH:4][CH:3]=1)=[O:14]. The catalyst class is: 27. (7) Reactant: Cl[C:2]1[N:11]=[C:10]([Cl:12])[CH:9]=[C:8]2[C:3]=1[CH:4]=[CH:5][CH:6]=[N:7]2.[NH2:13][CH2:14][C@:15]1([F:28])[CH2:20][CH2:19][CH2:18][N:17]([C:21]([O:23][C:24]([CH3:27])([CH3:26])[CH3:25])=[O:22])[CH2:16]1.C(N(C(C)C)CC)(C)C.O. Product: [Cl:12][C:10]1[CH:9]=[C:8]2[C:3]([CH:4]=[CH:5][CH:6]=[N:7]2)=[C:2]([NH:13][CH2:14][C@:15]2([F:28])[CH2:20][CH2:19][CH2:18][N:17]([C:21]([O:23][C:24]([CH3:26])([CH3:25])[CH3:27])=[O:22])[CH2:16]2)[N:11]=1. The catalyst class is: 37. (8) Reactant: [CH3:1][N:2]1[CH2:7][CH2:6][C:5](=[O:8])[CH2:4][CH2:3]1.CO[CH:11](OC)[N:12]([CH3:14])[CH3:13]. Product: [CH3:11][N:12]([CH:14]=[C:4]1[C:5](=[O:8])[CH2:6][CH2:7][N:2]([CH3:1])[CH2:3]1)[CH3:13]. The catalyst class is: 11.